From a dataset of Full USPTO retrosynthesis dataset with 1.9M reactions from patents (1976-2016). Predict the reactants needed to synthesize the given product. (1) Given the product [Cl:1][C:2]1[C:7]([C:8]([OH:10])=[O:9])=[CH:6][N:5]=[C:4]2[S:13][CH:14]=[CH:15][C:3]=12, predict the reactants needed to synthesize it. The reactants are: [Cl:1][C:2]1[C:7]([C:8]([O:10]CC)=[O:9])=[CH:6][N:5]=[C:4]2[S:13][CH:14]=[CH:15][C:3]=12.[OH-].[Na+].Cl. (2) The reactants are: [Cl:1][CH2:2][CH2:3][CH2:4][CH:5]([CH:17]1[CH2:22][CH2:21][O:20][CH2:19][CH2:18]1)[C:6]([NH:8][NH:9]C(OC(C)(C)C)=O)=[O:7]. Given the product [ClH:1].[Cl:1][CH2:2][CH2:3][CH2:4][CH:5]([CH:17]1[CH2:22][CH2:21][O:20][CH2:19][CH2:18]1)[C:6]([NH:8][NH2:9])=[O:7], predict the reactants needed to synthesize it. (3) Given the product [C:44]([C:48]1[CH:65]=[CH:64][C:51]([CH2:52][N:53]([CH2:54][CH:55]([C:57]2[CH:58]=[CH:59][C:60]([Cl:63])=[CH:61][CH:62]=2)[OH:56])[C:10]([C:8]2[CH:7]=[CH:6][CH:5]=[C:4]3[C:9]=2[NH:1][CH:2]=[CH:3]3)=[O:12])=[CH:50][CH:49]=1)([CH3:47])([CH3:45])[CH3:46], predict the reactants needed to synthesize it. The reactants are: [NH:1]1[C:9]2[C:4](=[CH:5][CH:6]=[CH:7][C:8]=2[C:10]([OH:12])=O)[CH:3]=[CH:2]1.CN(C(ON1N=NC2C=CC=CC1=2)=[N+](C)C)C.[B-](F)(F)(F)F.C(N(CC)C(C)C)(C)C.[C:44]([C:48]1[CH:65]=[CH:64][C:51]([CH2:52][NH:53][CH2:54][CH:55]([C:57]2[CH:62]=[CH:61][C:60]([Cl:63])=[CH:59][CH:58]=2)[OH:56])=[CH:50][CH:49]=1)([CH3:47])([CH3:46])[CH3:45]. (4) Given the product [CH3:6][C:1]1[C:10](=[O:13])[O:11][C@@H:3]([C:1]2[CH:6]=[CH:5][CH:4]=[CH:3][CH:2]=2)[C:2]=1[C:1]1[CH:6]=[CH:5][CH:4]=[CH:3][CH:2]=1, predict the reactants needed to synthesize it. The reactants are: [C:1]1(B(O)O)[CH:6]=[CH:5][CH:4]=[CH:3][CH:2]=1.[C:10](=[O:13])([O-])[O-:11].[K+].[K+]. (5) Given the product [F:22][C:23]1[CH:30]=[C:29]([F:31])[CH:28]=[CH:27][C:24]=1[CH:25]([C:2]1[C:3]([CH3:16])=[N:4][N:5]([CH3:15])[C:6]=1[C:7]1[C:12]([F:13])=[CH:11][CH:10]=[CH:9][C:8]=1[F:14])[OH:26], predict the reactants needed to synthesize it. The reactants are: Br[C:2]1[C:3]([CH3:16])=[N:4][N:5]([CH3:15])[C:6]=1[C:7]1[C:12]([F:13])=[CH:11][CH:10]=[CH:9][C:8]=1[F:14].C([Li])CCC.[F:22][C:23]1[CH:30]=[C:29]([F:31])[CH:28]=[CH:27][C:24]=1[CH:25]=[O:26]. (6) Given the product [CH2:37]([N:5]([CH2:2][CH2:3][CH3:4])[CH2:6][CH2:7][CH2:8][CH2:9][N:10]([CH2:11][C:12]1[CH:13]=[CH:14][C:15]([CH2:18][N:19]([CH2:27][C:28]2[NH:29][CH:30]=[CH:31][N:32]=2)[CH2:20][C:21]2[N:22]([CH3:26])[CH:23]=[CH:24][N:25]=2)=[CH:16][CH:17]=1)[CH2:33][C:53]([N:51]([CH3:52])[CH3:50])=[O:54])[CH2:38][CH3:39], predict the reactants needed to synthesize it. The reactants are: Cl.[CH2:2]([N:5]([CH2:37][CH2:38][CH3:39])[CH2:6][CH2:7][CH2:8][CH2:9][N:10]([CH2:33]C(O)=O)[CH2:11][C:12]1[CH:17]=[CH:16][C:15]([CH2:18][N:19]([CH2:27][C:28]2[NH:29][CH:30]=[CH:31][N:32]=2)[CH2:20][C:21]2[N:22]([CH3:26])[CH:23]=[CH:24][N:25]=2)=[CH:14][CH:13]=1)[CH2:3][CH3:4].OCCN1C(=O)CCC1=O.[CH3:50][N:51]([CH:53]=[O:54])[CH3:52]. (7) Given the product [CH:8]([N:11]1[C:15]([C:16]2[S:17][C:18]3[CH2:19][CH2:20][O:21][C:22]4[CH:29]=[CH:28][C:27]([CH:30]5[CH2:35][CH2:34][N:33]([CH2:37][C:38]([NH2:40])=[O:39])[CH2:32][CH2:31]5)=[CH:26][C:23]=4[C:24]=3[N:25]=2)=[N:14][CH:13]=[N:12]1)([CH3:10])[CH3:9], predict the reactants needed to synthesize it. The reactants are: OC(C(F)(F)F)=O.[CH:8]([N:11]1[C:15]([C:16]2[S:17][C:18]3[CH2:19][CH2:20][O:21][C:22]4[CH:29]=[CH:28][C:27]([CH:30]5[CH2:35][CH2:34][NH:33][CH2:32][CH2:31]5)=[CH:26][C:23]=4[C:24]=3[N:25]=2)=[N:14][CH:13]=[N:12]1)([CH3:10])[CH3:9].Br[CH2:37][C:38]([NH2:40])=[O:39].